Dataset: Catalyst prediction with 721,799 reactions and 888 catalyst types from USPTO. Task: Predict which catalyst facilitates the given reaction. (1) Reactant: N1CCC[C@H]1C[O:7][C:8]1[CH:9]=[N:10][CH:11]=[C:12]([Cl:14])[CH:13]=1.Br[CH:16](C)C.[CH:19]([NH:22][CH:23]([CH3:25])[CH3:24])([CH3:21])[CH3:20]. Product: [Cl:14][C:12]1[CH:11]=[N:10][CH:9]=[C:8]([O:7][CH2:20][C@@H:19]2[CH2:21][CH2:16][N:22]2[CH:23]([CH3:25])[CH3:24])[CH:13]=1. The catalyst class is: 10. (2) Reactant: [NH2:1][C:2]1[CH:11]=[C:10]2[C:5]([CH2:6][CH2:7][N:8]([C:12](=[O:17])[C:13]([F:16])([F:15])[F:14])[CH2:9]2)=[C:4]([C:18]2[CH:23]=[CH:22][CH:21]=[CH:20][C:19]=2[Cl:24])[CH:3]=1.[C:25](Cl)(=[O:30])[CH2:26][CH2:27][CH2:28][CH3:29].C(N(CC)CC)C. Product: [Cl:24][C:19]1[CH:20]=[CH:21][CH:22]=[CH:23][C:18]=1[C:4]1[CH:3]=[C:2]([NH:1][C:25](=[O:30])[CH2:26][CH2:27][CH2:28][CH3:29])[CH:11]=[C:10]2[C:5]=1[CH2:6][CH2:7][N:8]([C:12](=[O:17])[C:13]([F:16])([F:14])[F:15])[CH2:9]2. The catalyst class is: 44.